This data is from Reaction yield outcomes from USPTO patents with 853,638 reactions. The task is: Predict the reaction yield, written as a fraction of the theoretical maximum amount of product (1.0 means a 100% yield; for example, 0.34 means a 34% yield). The reactants are [NH2:1][C:2]1[C:3]([C:9]([O:11][CH3:12])=[O:10])=[N:4][C:5](Br)=[CH:6][CH:7]=1.[Br-].[CH:14]1([Zn+])[CH2:19][CH2:18][CH2:17][CH2:16][CH2:15]1.C1COCC1. The catalyst is [Pd].C1(P(C2C=CC=CC=2)C2C=CC=CC=2)C=CC=CC=1.C1(P(C2C=CC=CC=2)C2C=CC=CC=2)C=CC=CC=1.C1(P(C2C=CC=CC=2)C2C=CC=CC=2)C=CC=CC=1.C1(P(C2C=CC=CC=2)C2C=CC=CC=2)C=CC=CC=1. The product is [NH2:1][C:2]1[C:3]([C:9]([O:11][CH3:12])=[O:10])=[N:4][C:5]([CH:14]2[CH2:19][CH2:18][CH2:17][CH2:16][CH2:15]2)=[CH:6][CH:7]=1. The yield is 0.980.